Dataset: Peptide-MHC class I binding affinity with 185,985 pairs from IEDB/IMGT. Task: Regression. Given a peptide amino acid sequence and an MHC pseudo amino acid sequence, predict their binding affinity value. This is MHC class I binding data. The peptide sequence is HSRRSRRSL. The MHC is HLA-B07:02 with pseudo-sequence HLA-B07:02. The binding affinity (normalized) is 0.644.